Task: Predict the product of the given reaction.. Dataset: Forward reaction prediction with 1.9M reactions from USPTO patents (1976-2016) (1) Given the reactants [Cl:1][C:2]1[CH:16]=[CH:15][C:5]([C:6]([NH:8][CH2:9][CH2:10][CH2:11][C:12]([OH:14])=[O:13])=[O:7])=[C:4]([OH:17])[CH:3]=1.[OH-].[Na+:19], predict the reaction product. The product is: [Cl:1][C:2]1[CH:16]=[CH:15][C:5]([C:6]([NH:8][CH2:9][CH2:10][CH2:11][C:12]([O-:14])=[O:13])=[O:7])=[C:4]([OH:17])[CH:3]=1.[Na+:19]. (2) Given the reactants [OH:1][C:2]1[CH:11]=[CH:10][CH:9]=[C:8]2[C:3]=1[CH:4]=[CH:5][CH:6]=[N+:7]2[O-].[C-]#N.[Na+].[CH2:16]([N:18](CC)CC)C.Cl[Si](C)(C)C, predict the reaction product. The product is: [OH:1][C:2]1[CH:11]=[CH:10][CH:9]=[C:8]2[C:3]=1[CH:4]=[CH:5][C:6]([C:16]#[N:18])=[N:7]2.